This data is from M1 muscarinic receptor agonist screen with 61,833 compounds. The task is: Binary Classification. Given a drug SMILES string, predict its activity (active/inactive) in a high-throughput screening assay against a specified biological target. (1) The compound is O(C(=O)N1CC(CCC1)c1[nH]n2c(nc(c(c2=O)CCC(OCC)=O)C)c1)C(C)(C)C. The result is 0 (inactive). (2) The molecule is O(C(C(=O)c1ccccc1)C)C(=O)CCc1nc2c([nH]c1=O)cccc2. The result is 0 (inactive). (3) The molecule is S(=O)(=O)(N1CCCCCC1)c1cc(ccc1)C(=O)Nc1scc(n1)c1sccc1. The result is 0 (inactive). (4) The result is 0 (inactive). The drug is s1c(N2N=C(/C(=C/NCCN3CCOCC3)C2=O)CCC)nc2c1cccc2. (5) The drug is S(=O)(=O)(Nc1ccc(cc1)C)c1ncn(c1)C. The result is 0 (inactive).